This data is from Catalyst prediction with 721,799 reactions and 888 catalyst types from USPTO. The task is: Predict which catalyst facilitates the given reaction. (1) Reactant: [Cl:1][C:2]1[CH:3]=[C:4]([OH:15])[CH:5]=[C:6]([Cl:14])[C:7]=1[O:8][CH2:9][CH2:10][CH2:11][CH2:12][OH:13].[Cl:16][C:17](Cl)([Cl:21])[CH2:18][CH2:19]Cl.C(=O)([O-])[O-].[K+].[K+]. Product: [Cl:16][C:17]([Cl:21])=[CH:18][CH2:19][O:15][C:4]1[CH:3]=[C:2]([Cl:1])[C:7]([O:8][CH2:9][CH2:10][CH2:11][CH2:12][OH:13])=[C:6]([Cl:14])[CH:5]=1. The catalyst class is: 3. (2) Reactant: Cl[C:2]1[CH:7]=[C:6]([N:8]2[CH2:13][CH2:12][O:11][CH:10]([C:14]3[NH:15][CH:16]=[C:17]([C:19]4[CH:24]=[CH:23][C:22]([Cl:25])=[CH:21][CH:20]=4)[N:18]=3)[CH2:9]2)[N:5]=[C:4]([NH2:26])[N:3]=1.[F:27][C:28]1[CH:35]=[C:34](B2OC(C)(C)C(C)(C)O2)[CH:33]=[CH:32][C:29]=1[C:30]#[N:31].C([O-])([O-])=O.[Na+].[Na+]. Product: [NH2:26][C:4]1[N:3]=[C:2]([C:34]2[CH:33]=[CH:32][C:29]([C:30]#[N:31])=[C:28]([F:27])[CH:35]=2)[CH:7]=[C:6]([N:8]2[CH2:13][CH2:12][O:11][CH:10]([C:14]3[NH:15][CH:16]=[C:17]([C:19]4[CH:24]=[CH:23][C:22]([Cl:25])=[CH:21][CH:20]=4)[N:18]=3)[CH2:9]2)[N:5]=1. The catalyst class is: 70. (3) Reactant: F[B-](F)(F)F.[NH4+].[CH3:7][C:8]1[CH:14]=[C:13]([Br:15])[CH:12]=[CH:11][C:9]=1[NH2:10].Cl.[N:17]([O-])=O.[Na+].CC([O-])=O.[K+].C1OCCOCCOCCOCCOCCOC1. Product: [Br:15][C:13]1[CH:14]=[C:8]2[C:9](=[CH:11][CH:12]=1)[NH:10][N:17]=[CH:7]2. The catalyst class is: 15. (4) Reactant: [CH3:1][O:2][C:3]1[N:8]=[CH:7][C:6]([N:9]2[C:18]3[C:13](=[CH:14][CH:15]=[CH:16][N:17]=3)[CH:12]=[C:11]([C:19](O)=[O:20])[C:10]2=[O:22])=[CH:5][CH:4]=1.C(Cl)(=O)C([Cl:26])=O.CN(C)C=O. Product: [CH3:1][O:2][C:3]1[N:8]=[CH:7][C:6]([N:9]2[C:18]3[C:13](=[CH:14][CH:15]=[CH:16][N:17]=3)[CH:12]=[C:11]([C:19]([Cl:26])=[O:20])[C:10]2=[O:22])=[CH:5][CH:4]=1. The catalyst class is: 4.